From a dataset of CYP2C19 inhibition data for predicting drug metabolism from PubChem BioAssay. Regression/Classification. Given a drug SMILES string, predict its absorption, distribution, metabolism, or excretion properties. Task type varies by dataset: regression for continuous measurements (e.g., permeability, clearance, half-life) or binary classification for categorical outcomes (e.g., BBB penetration, CYP inhibition). Dataset: cyp2c19_veith. (1) The drug is O=c1ccnc(SCc2ccc(Cl)cc2)[nH]1. The result is 0 (non-inhibitor). (2) The drug is COC(=O)[C@@]1(Cc2ccccc2)[C@H]2c3cc(C(=O)N(C)C)n(Cc4c(CO)[nH]cc(C)c4=O)c3C[C@H]2CN1C(=O)c1ccccc1. The result is 1 (inhibitor). (3) The compound is COc1ccc(C(=O)N/N=C/c2cccc3cccnc23)cc1. The result is 1 (inhibitor). (4) The compound is Cc1ccc(NC(=[OH+])c2cc3ccccc3cc2O)c(C)c1.Cc1ccc(NC(=[OH+])c2cc3ccccc3cc2O)c(C)c1.[Ni]. The result is 1 (inhibitor). (5) The drug is Cc1ccc(NC(=O)c2sccc2SCc2cccc(C(F)(F)F)c2)cc1. The result is 1 (inhibitor).